Dataset: Catalyst prediction with 721,799 reactions and 888 catalyst types from USPTO. Task: Predict which catalyst facilitates the given reaction. (1) Reactant: C[Al](C)C.CCCCCC.[CH3:11][C:12]1[CH:13]=[CH:14][C:15]([NH2:18])=[N:16][CH:17]=1.[CH:19]([O:22][CH2:23][C@H:24]([O:29][C:30]1[N:35]=[CH:34][N:33]=[C:32]2[N:36]([C:39]3[C:44]([CH3:45])=[CH:43][CH:42]=[CH:41][N:40]=3)[N:37]=[CH:38][C:31]=12)[C:25](OC)=[O:26])([CH3:21])[CH3:20]. Product: [CH:19]([O:22][CH2:23][C@H:24]([O:29][C:30]1[N:35]=[CH:34][N:33]=[C:32]2[N:36]([C:39]3[C:44]([CH3:45])=[CH:43][CH:42]=[CH:41][N:40]=3)[N:37]=[CH:38][C:31]=12)[C:25]([NH:18][C:15]1[CH:14]=[CH:13][C:12]([CH3:11])=[CH:17][N:16]=1)=[O:26])([CH3:21])[CH3:20]. The catalyst class is: 11. (2) Reactant: Cl[CH2:2][C:3]([NH:5][C@H:6]([CH2:14][OH:15])[CH2:7][CH:8]1[CH2:13][CH2:12][CH2:11][CH2:10][CH2:9]1)=[O:4].CC(C)([O-])C.[K+].Cl. Product: [CH:8]1([CH2:7][C@@H:6]2[NH:5][C:3](=[O:4])[CH2:2][O:15][CH2:14]2)[CH2:13][CH2:12][CH2:11][CH2:10][CH2:9]1. The catalyst class is: 32. (3) Reactant: C(=O)([O-])[O-].[Cs+].[Cs+].Cl[C:8]1[C:9]([CH:14]2[CH2:19][CH2:18][N:17]([C:20](=[O:22])[CH3:21])[CH2:16][CH2:15]2)=[N:10][CH:11]=[CH:12][N:13]=1.[Cl:23][C:24]1[N:29]=[CH:28][C:27]([OH:30])=[CH:26][CH:25]=1. Product: [Cl:23][C:24]1[N:29]=[CH:28][C:27]([O:30][C:8]2[C:9]([CH:14]3[CH2:19][CH2:18][N:17]([C:20](=[O:22])[CH3:21])[CH2:16][CH2:15]3)=[N:10][CH:11]=[CH:12][N:13]=2)=[CH:26][CH:25]=1. The catalyst class is: 37. (4) Reactant: [CH3:1][O:2][C:3]1[CH:8]=[CH:7][C:6]([S:9](Cl)(=[O:11])=[O:10])=[CH:5][CH:4]=1.[CH2:13]([NH2:15])[CH3:14]. Product: [CH2:13]([NH:15][S:9]([C:6]1[CH:7]=[CH:8][C:3]([O:2][CH3:1])=[CH:4][CH:5]=1)(=[O:11])=[O:10])[CH3:14]. The catalyst class is: 2. (5) Product: [C:25](=[N:38][C:2]1[CH:14]=[CH:13][C:12]2[C:11]3[C:6](=[CH:7][C:8]([N:15]4[CH2:22][CH:21]5[CH:17]([CH2:18][N:19]([CH3:23])[CH2:20]5)[CH2:16]4)=[CH:9][CH:10]=3)[C:5](=[O:24])[C:4]=2[CH:3]=1)([C:32]1[CH:33]=[CH:34][CH:35]=[CH:36][CH:37]=1)[C:26]1[CH:31]=[CH:30][CH:29]=[CH:28][CH:27]=1. The catalyst class is: 101. Reactant: Br[C:2]1[CH:14]=[CH:13][C:12]2[C:11]3[C:6](=[CH:7][C:8]([N:15]4[CH2:22][CH:21]5[CH:17]([CH2:18][N:19]([CH3:23])[CH2:20]5)[CH2:16]4)=[CH:9][CH:10]=3)[C:5](=[O:24])[C:4]=2[CH:3]=1.[C:25](=[NH:38])([C:32]1[CH:37]=[CH:36][CH:35]=[CH:34][CH:33]=1)[C:26]1[CH:31]=[CH:30][CH:29]=[CH:28][CH:27]=1.C1(P(C2C=CC=CC=2)C2C=CC3C(=CC=CC=3)C=2C2C3C(=CC=CC=3)C=CC=2P(C2C=CC=CC=2)C2C=CC=CC=2)C=CC=CC=1.CC(C)([O-])C.[Na+]. (6) Reactant: [CH3:1][C:2]1[C:24]2[N-:25][C:4](=[CH:5][C:6]3[N-:10][C:9]([CH:11]=[C:12]4[N:16]=[C:15]([CH:17]=[C:18]5[N:22]=[C:21]([CH:23]=2)[C:20]([CH:26]=[CH2:27])=[C:19]5[CH3:28])[C:14]([CH:29]=[CH2:30])=[C:13]4[CH3:31])=[C:8]([CH3:32])[C:7]=3[CH2:33][CH2:34][C:35]([OH:37])=[O:36])[C:3]=1[CH2:38][CH2:39][C:40]([OH:42])=[O:41].[Cl-].[Fe+3:44].Cl.C(O)(=O)C. Product: [CH3:1][C:2]1[C:24]2[N-:25][C:4](=[CH:5][C:6]3[C:7]([CH2:33][CH2:34][C:35]([O-:37])=[O:36])=[C:8]([CH3:32])[C:9](=[CH:11][C:12]4[N+:16](=[Fe:44])[C:15]([CH:17]=[C:18]5[N:22]=[C:21]([CH:23]=2)[C:20]([CH:26]=[CH2:27])=[C:19]5[CH3:28])=[C:14]([CH:29]=[CH2:30])[C:13]=4[CH3:31])[N:10]=3)[C:3]=1[CH2:38][CH2:39][C:40]([OH:42])=[O:41].[CH3:1][C:2]1[C:24]2[N-:25][C:4](=[CH:5][C:6]3[C:7]([CH2:33][CH2:34][C:35]([O-:37])=[O:36])=[C:8]([CH3:32])[C:9](=[CH:11][C:12]4[N+:16](=[Fe:44])[C:15]([CH:17]=[C:18]5[N:22]=[C:21]([CH:23]=2)[C:20]([CH:26]=[CH2:27])=[C:19]5[CH3:28])=[C:14]([CH:29]=[CH2:30])[C:13]=4[CH3:31])[N:10]=3)[C:3]=1[CH2:38][CH2:39][C:40]([OH:42])=[O:41].[CH3:1][C:2]1[C:24]2[N-:25][C:4](=[CH:5][C:6]3[C:7]([CH2:33][CH2:34][C:35]([O-:37])=[O:36])=[C:8]([CH3:32])[C:9](=[CH:11][C:12]4[N+:16](=[Fe:44])[C:15]([CH:17]=[C:18]5[N:22]=[C:21]([CH:23]=2)[C:20]([CH:26]=[CH2:27])=[C:19]5[CH3:28])=[C:14]([CH:29]=[CH2:30])[C:13]=4[CH3:31])[N:10]=3)[C:3]=1[CH2:38][CH2:39][C:40]([OH:42])=[O:41].[CH3:1][C:2]1[C:24]2[N-:25][C:4](=[CH:5][C:6]3[C:7]([CH2:33][CH2:34][C:35]([O-:37])=[O:36])=[C:8]([CH3:32])[C:9](=[CH:11][C:12]4[N+:16](=[Fe:44])[C:15]([CH:17]=[C:18]5[N:22]=[C:21]([CH:23]=2)[C:20]([CH:26]=[CH2:27])=[C:19]5[CH3:28])=[C:14]([CH:29]=[CH2:30])[C:13]=4[CH3:31])[N:10]=3)[C:3]=1[CH2:38][CH2:39][C:40]([OH:42])=[O:41].[CH3:31][C:13]1[C:12]2[N-:16][C:15](=[CH:17][C:18]3[C:19]([CH3:28])=[C:20]([CH:26]=[CH2:27])[C:21](=[CH:23][C:24]4[N-:25][C:4]([CH:5]=[C:6]5[N:10]=[C:9]([CH:11]=2)[C:8]([CH3:32])=[C:7]5[CH2:33][CH2:34][C:35]([OH:37])=[O:36])=[C:3]([CH2:38][CH2:39][C:40]([O-:42])=[O:41])[C:2]=4[CH3:1])[N:22]=3)[C:14]=1[CH:29]=[CH2:30].[CH3:31][C:13]1[C:12]2[N-:16][C:15](=[CH:17][C:18]3[C:19]([CH3:28])=[C:20]([CH:26]=[CH2:27])[C:21](=[CH:23][C:24]4[N-:25][C:4]([CH:5]=[C:6]5[N:10]=[C:9]([CH:11]=2)[C:8]([CH3:32])=[C:7]5[CH2:33][CH2:34][C:35]([OH:37])=[O:36])=[C:3]([CH2:38][CH2:39][C:40]([O-:42])=[O:41])[C:2]=4[CH3:1])[N:22]=3)[C:14]=1[CH:29]=[CH2:30].[CH3:31][C:13]1[C:12]2[N-:16][C:15](=[CH:17][C:18]3[C:19]([CH3:28])=[C:20]([CH:26]=[CH2:27])[C:21](=[CH:23][C:24]4[N-:25][C:4]([CH:5]=[C:6]5[N:10]=[C:9]([CH:11]=2)[C:8]([CH3:32])=[C:7]5[CH2:33][CH2:34][C:35]([OH:37])=[O:36])=[C:3]([CH2:38][CH2:39][C:40]([O-:42])=[O:41])[C:2]=4[CH3:1])[N:22]=3)[C:14]=1[CH:29]=[CH2:30].[CH3:31][C:13]1[C:12]2[N-:16][C:15](=[CH:17][C:18]3[C:19]([CH3:28])=[C:20]([CH:26]=[CH2:27])[C:21](=[CH:23][C:24]4[N-:25][C:4]([CH:5]=[C:6]5[N:10]=[C:9]([CH:11]=2)[C:8]([CH3:32])=[C:7]5[CH2:33][CH2:34][C:35]([OH:37])=[O:36])=[C:3]([CH2:38][CH2:39][C:40]([O-:42])=[O:41])[C:2]=4[CH3:1])[N:22]=3)[C:14]=1[CH:29]=[CH2:30].[Fe+5:44].[Fe+5:44].[Fe+5:44].[Fe+5:44].[CH3:31][C:13]1[C:12]2[N-:16][C:15](=[CH:17][C:18]3[C:19]([CH3:28])=[C:20]([CH:26]=[CH2:27])[C:21](=[CH:23][C:24]4[N-:25][C:4]([CH:5]=[C:6]5[N:10]=[C:9]([CH:11]=2)[C:8]([CH3:32])=[C:7]5[CH2:33][CH2:34][C:35]([OH:37])=[O:36])=[C:3]([CH2:38][CH2:39][C:40]([O-:42])=[O:41])[C:2]=4[CH3:1])[N:22]=3)[C:14]=1[CH:29]=[CH2:30].[CH3:31][C:13]1[C:12]2[N-:16][C:15](=[CH:17][C:18]3[C:19]([CH3:28])=[C:20]([CH:26]=[CH2:27])[C:21](=[CH:23][C:24]4[N-:25][C:4]([CH:5]=[C:6]5[N:10]=[C:9]([CH:11]=2)[C:8]([CH3:32])=[C:7]5[CH2:33][CH2:34][C:35]([O-:37])=[O:36])=[C:3]([CH2:38][CH2:39][C:40]([OH:42])=[O:41])[C:2]=4[CH3:1])[N:22]=3)[C:14]=1[CH:29]=[CH2:30].[Fe:44].[Fe:44]. The catalyst class is: 74.